Dataset: Buchwald-Hartwig C-N cross coupling reaction yields with 55,370 reactions. Task: Predict the reaction yield, written as a fraction of the theoretical maximum amount of product (1.0 means a 100% yield; for example, 0.34 means a 34% yield). (1) The reactants are COc1ccc(I)cc1.Cc1ccc(N)cc1.O=S(=O)(O[Pd]1c2ccccc2-c2ccccc2N~1)C(F)(F)F.COc1ccc(OC)c(P([C@]23C[C@H]4C[C@H](C[C@H](C4)C2)C3)[C@]23C[C@H]4C[C@H](C[C@H](C4)C2)C3)c1-c1c(C(C)C)cc(C(C)C)cc1C(C)C.CN(C)C(=NC(C)(C)C)N(C)C.CCOC(=O)c1cc(C)on1. No catalyst specified. The product is COc1ccc(Nc2ccc(C)cc2)cc1. The yield is 0.454. (2) The yield is 0.633. The product is Cc1ccc(Nc2cccnc2)cc1. The reactants are Clc1cccnc1.Cc1ccc(N)cc1.O=S(=O)(O[Pd]1c2ccccc2-c2ccccc2N~1)C(F)(F)F.CC(C)c1cc(C(C)C)c(-c2ccccc2P(C(C)(C)C)C(C)(C)C)c(C(C)C)c1.CN1CCCN2CCCN=C12.c1ccc(-c2ccon2)cc1. No catalyst specified. (3) The product is CCc1ccc(Nc2ccc(C)cc2)cc1. No catalyst specified. The reactants are CCc1ccc(Cl)cc1.Cc1ccc(N)cc1.O=S(=O)(O[Pd]1c2ccccc2-c2ccccc2N~1)C(F)(F)F.CC(C)c1cc(C(C)C)c(-c2ccccc2P(C(C)(C)C)C(C)(C)C)c(C(C)C)c1.CN(C)C(=NC(C)(C)C)N(C)C.c1ccc2nocc2c1. The yield is 0. (4) The reactants are FC(F)(F)c1ccc(Br)cc1.Cc1ccc(N)cc1.O=S(=O)(O[Pd]1c2ccccc2-c2ccccc2N~1)C(F)(F)F.COc1ccc(OC)c(P([C@]23C[C@H]4C[C@H](C[C@H](C4)C2)C3)[C@]23C[C@H]4C[C@H](C[C@H](C4)C2)C3)c1-c1c(C(C)C)cc(C(C)C)cc1C(C)C.CN1CCCN2CCCN=C12.CCOC(=O)c1cc(C)no1. No catalyst specified. The yield is 0.366. The product is Cc1ccc(Nc2ccc(C(F)(F)F)cc2)cc1. (5) The yield is 0.352. The product is CCc1ccc(Nc2ccc(C)cc2)cc1. No catalyst specified. The reactants are CCc1ccc(Br)cc1.Cc1ccc(N)cc1.O=S(=O)(O[Pd]1c2ccccc2-c2ccccc2N~1)C(F)(F)F.COc1ccc(OC)c(P([C@]23C[C@H]4C[C@H](C[C@H](C4)C2)C3)[C@]23C[C@H]4C[C@H](C[C@H](C4)C2)C3)c1-c1c(C(C)C)cc(C(C)C)cc1C(C)C.CN(C)C(=NC(C)(C)C)N(C)C.COC(=O)c1cc(-c2cccs2)on1.